From a dataset of Reaction yield outcomes from USPTO patents with 853,638 reactions. Predict the reaction yield, written as a fraction of the theoretical maximum amount of product (1.0 means a 100% yield; for example, 0.34 means a 34% yield). (1) The reactants are [F:1][C:2]1[C:3]([CH2:11]O)=[CH:4][C:5]2[O:9][CH2:8][O:7][C:6]=2[CH:10]=1.C([O-])(O)=O.[Na+].O=S(Cl)[Cl:20]. No catalyst specified. The product is [Cl:20][CH2:11][C:3]1[C:2]([F:1])=[CH:10][C:6]2[O:7][CH2:8][O:9][C:5]=2[CH:4]=1. The yield is 0.900. (2) The reactants are [C:1]([NH:4][CH2:5][C@@H:6]1[O:10][C:9](=[O:11])[N:8]([C:12]2[CH:13]=[C:14]3[C:19](=[CH:20][CH:21]=2)[CH2:18][N:17]([C:22]([O:24][CH3:25])=[O:23])[CH2:16][CH2:15]3)[CH2:7]1)(=O)[CH3:2].COC1C=CC(P2(SP(C3C=CC(OC)=CC=3)(=S)S2)=[S:35])=CC=1. The catalyst is C1COCC1. The product is [C:1]([NH:4][CH2:5][C@@H:6]1[O:10][C:9](=[O:11])[N:8]([C:12]2[CH:13]=[C:14]3[C:19](=[CH:20][CH:21]=2)[CH2:18][N:17]([C:22]([O:24][CH3:25])=[O:23])[CH2:16][CH2:15]3)[CH2:7]1)(=[S:35])[CH3:2]. The yield is 0.740.